This data is from Forward reaction prediction with 1.9M reactions from USPTO patents (1976-2016). The task is: Predict the product of the given reaction. (1) Given the reactants CS[C:3]1[CH:8]=[CH:7][CH:6]=[CH:5][CH:4]=1.N1C(=O)NC(=O)N[C:10]1=O.Cl[O-].[Na+].[S:21]([O-:24])([O-])=[O:22].[Na+].[Na+], predict the reaction product. The product is: [CH3:10][S:21]([C:3]1[CH:8]=[CH:7][CH:6]=[CH:5][CH:4]=1)(=[O:24])=[O:22]. (2) Given the reactants [CH:1]([N:3]1[C:11]2[C:6](=[CH:7][C:8]([S:12](Cl)(=[O:14])=[O:13])=[CH:9][CH:10]=2)[CH2:5][CH2:4]1)=[O:2].[CH3:16][O:17][C:18]1[CH:19]=[C:20]([CH:22]=[C:23]([O:27][CH3:28])[C:24]=1[O:25][CH3:26])[NH2:21].C(=O)(O)[O-].[Na+].C(OC)(C)(C)C, predict the reaction product. The product is: [CH:1]([N:3]1[C:11]2[C:6](=[CH:7][C:8]([S:12]([NH:21][C:20]3[CH:22]=[C:23]([O:27][CH3:28])[C:24]([O:25][CH3:26])=[C:18]([O:17][CH3:16])[CH:19]=3)(=[O:14])=[O:13])=[CH:9][CH:10]=2)[CH2:5][CH2:4]1)=[O:2]. (3) The product is: [Br:1][C:2]1[CH:3]=[C:4]([N:12]([CH:14]([CH3:16])[CH3:15])[CH3:13])[C:5]([CH3:11])=[C:6]([CH:10]=1)[C:7]([NH:39][CH2:40][C:41]1[C:42](=[O:49])[NH:43][C:44]([CH3:48])=[CH:45][C:46]=1[CH3:47])=[O:9]. Given the reactants [Br:1][C:2]1[CH:3]=[C:4]([N:12]([CH:14]([CH3:16])[CH3:15])[CH3:13])[C:5]([CH3:11])=[C:6]([CH:10]=1)[C:7]([OH:9])=O.C(Cl)CCl.C1C=CC2N(O)N=NC=2C=1.CN1CCOCC1.Cl.[NH2:39][CH2:40][C:41]1[C:42](=[O:49])[NH:43][C:44]([CH3:48])=[CH:45][C:46]=1[CH3:47], predict the reaction product. (4) Given the reactants [Cl:1][C:2]1[CH:3]=[C:4]([CH:9]2[CH:13]([NH:14][CH3:15])[CH2:12][N:11]([C:16]([CH:18]3[CH2:23][CH2:22][N:21]([C:24]([C:26]4([CH3:29])[CH2:28][CH2:27]4)=[O:25])[CH2:20][CH2:19]3)=[O:17])[CH2:10]2)[CH:5]=[CH:6][C:7]=1[Cl:8].[Cl:30][C:31]1[CH:32]=[CH:33][C:34]([C:37]([OH:39])=O)=[N:35][CH:36]=1, predict the reaction product. The product is: [Cl:1][C:2]1[CH:3]=[C:4]([CH:9]2[CH2:10][N:11]([C:16]([CH:18]3[CH2:19][CH2:20][N:21]([C:24]([C:26]4([CH3:29])[CH2:27][CH2:28]4)=[O:25])[CH2:22][CH2:23]3)=[O:17])[CH2:12][CH:13]2[N:14]([CH3:15])[C:37]([C:34]2[CH:33]=[CH:32][C:31]([Cl:30])=[CH:36][N:35]=2)=[O:39])[CH:5]=[CH:6][C:7]=1[Cl:8]. (5) Given the reactants [Si]([O:8][C:9]1[CH:14]=[C:13]([O:15][Si](C(C)(C)C)(C)C)[CH:12]=[CH:11][C:10]=1[CH:23]1[CH2:28][CH2:27][C:26]([OH:34])([C:29]([O:31][CH2:32][CH3:33])=[O:30])[CH2:25][CH2:24]1)(C(C)(C)C)(C)C, predict the reaction product. The product is: [OH:8][C:9]1[CH:14]=[C:13]([OH:15])[CH:12]=[CH:11][C:10]=1[CH:23]1[CH2:28][CH2:27][C:26]([OH:34])([C:29]([O:31][CH2:32][CH3:33])=[O:30])[CH2:25][CH2:24]1. (6) Given the reactants N1C=CC=CC=1.[CH3:7][Si:8]([CH3:20])([CH3:19])[C:9]1[CH:13]=[C:12]([C:14]([O:16][CH2:17][CH3:18])=[O:15])[NH:11][N:10]=1.[OH:21][CH2:22][C:23]1[CH:24]=[C:25](B(O)O)[CH:26]=[CH:27][CH:28]=1, predict the reaction product. The product is: [OH:21][CH2:22][C:23]1[CH:28]=[C:27]([N:11]2[C:12]([C:14]([O:16][CH2:17][CH3:18])=[O:15])=[CH:13][C:9]([Si:8]([CH3:19])([CH3:20])[CH3:7])=[N:10]2)[CH:26]=[CH:25][CH:24]=1. (7) Given the reactants [Br:1][C:2]1[CH:3]=[N:4][C:5]2[N:6]([N:8]=[C:9]([C:11]([OH:13])=O)[CH:10]=2)[CH:7]=1.[N:14]1([C:20]2[CH:21]=[C:22]3[C:27](=[CH:28][CH:29]=2)[CH2:26][NH:25][CH2:24][CH2:23]3)[CH2:19][CH2:18][O:17][CH2:16][CH2:15]1, predict the reaction product. The product is: [Br:1][C:2]1[CH:3]=[N:4][C:5]2[N:6]([N:8]=[C:9]([C:11]([N:25]3[CH2:24][CH2:23][C:22]4[C:27](=[CH:28][CH:29]=[C:20]([N:14]5[CH2:19][CH2:18][O:17][CH2:16][CH2:15]5)[CH:21]=4)[CH2:26]3)=[O:13])[CH:10]=2)[CH:7]=1.